The task is: Predict which catalyst facilitates the given reaction.. This data is from Catalyst prediction with 721,799 reactions and 888 catalyst types from USPTO. (1) Reactant: [C:1]([NH:4][C:5]1[S:6][C:7]2[CH:13]=[C:12]([O:14][S:15]([C:18]3[CH:23]=[CH:22][C:21](F)=[CH:20][CH:19]=3)(=[O:17])=[O:16])[CH:11]=[CH:10][C:8]=2[N:9]=1)(=[O:3])[CH3:2].[CH:25]([NH:28][CH2:29][CH2:30][NH2:31])([CH3:27])[CH3:26].C(=O)([O-])[O-].[Cs+].[Cs+].O. Product: [C:1]([NH:4][C:5]1[S:6][C:7]2[CH:13]=[C:12]([O:14][S:15]([C:18]3[CH:23]=[CH:22][C:21]([NH:31][CH2:30][CH2:29][NH:28][CH:25]([CH3:27])[CH3:26])=[CH:20][CH:19]=3)(=[O:17])=[O:16])[CH:11]=[CH:10][C:8]=2[N:9]=1)(=[O:3])[CH3:2]. The catalyst class is: 16. (2) Reactant: [C:1]1(=[O:6])[CH2:5][CH2:4][CH:3]=[CH:2]1.[C:7]1(=[O:17])[NH:11][C:10](=[O:12])[C:9]2=[CH:13][CH:14]=[CH:15][CH:16]=[C:8]12.C([O-])([O-])=O.[Na+].[Na+]. Product: [O:6]=[C:1]1[CH2:5][CH2:4][CH:3]([N:11]2[C:7](=[O:17])[C:8]3[C:9](=[CH:13][CH:14]=[CH:15][CH:16]=3)[C:10]2=[O:12])[CH2:2]1. The catalyst class is: 5. (3) Reactant: [Cl:1][C:2]([Cl:7])([Cl:6])[CH:3](O)[OH:4].[NH:8]1[CH2:15][CH2:14][CH2:13][C@H:9]1[C:10](O)=[O:11]. Product: [Cl:1][C:2]([Cl:7])([Cl:6])[C@@H:3]1[N:8]2[CH2:15][CH2:14][CH2:13][C@H:9]2[C:10](=[O:11])[O:4]1. The catalyst class is: 22. (4) Reactant: [CH:1]([C:4]1[N:5]=[C:6]([C:23]2[CH:28]=[CH:27][C:26]([C:29]([F:32])([F:31])[F:30])=[CH:25][CH:24]=2)[S:7][C:8]=1[CH2:9][NH:10][C:11]1[CH:16]=[CH:15][C:14]([C@@H:17]2[CH2:19][C@H:18]2[C:20](O)=[O:21])=[CH:13][CH:12]=1)([CH3:3])[CH3:2].CN(C(ON1N=[N:48][C:43]2[CH:44]=CC=N[C:42]1=2)=[N+](C)C)C.F[P-](F)(F)(F)(F)F.C(N)(C)C. Product: [CH:43]([NH:48][C:20]([C@@H:18]1[CH2:19][C@H:17]1[C:14]1[CH:15]=[CH:16][C:11]([NH:10][CH2:9][C:8]2[S:7][C:6]([C:23]3[CH:24]=[CH:25][C:26]([C:29]([F:32])([F:30])[F:31])=[CH:27][CH:28]=3)=[N:5][C:4]=2[CH:1]([CH3:2])[CH3:3])=[CH:12][CH:13]=1)=[O:21])([CH3:44])[CH3:42]. The catalyst class is: 139. (5) Reactant: [Cl:1][C:2]1[CH:3]=[C:4]([CH:9]([CH:12]([OH:25])[C:13]2[CH:18]=[CH:17][CH:16]=[C:15]([N:19]3[CH2:24][CH2:23][O:22][CH2:21][CH2:20]3)[CH:14]=2)[C:10]#[N:11])[CH:5]=[CH:6][C:7]=1[Cl:8]. Product: [ClH:1].[NH2:11][CH2:10][CH:9]([C:4]1[CH:5]=[CH:6][C:7]([Cl:8])=[C:2]([Cl:1])[CH:3]=1)[CH:12]([C:13]1[CH:18]=[CH:17][CH:16]=[C:15]([N:19]2[CH2:20][CH2:21][O:22][CH2:23][CH2:24]2)[CH:14]=1)[OH:25]. The catalyst class is: 1. (6) Reactant: [NH2:1][C:2]1[C:29]([CH:30]=[CH2:31])=[CH:28][C:5]([CH2:6][C@H:7]2[C@H:12]([OH:13])[C@@H:11]([NH:14][CH2:15][C:16]3[CH:21]=[CH:20][CH:19]=[C:18]([C:22]([CH3:25])([CH3:24])[CH3:23])[CH:17]=3)[CH2:10][S:9](=[O:27])(=[O:26])[CH2:8]2)=[CH:4][C:3]=1[F:32]. Product: [NH2:1][C:2]1[C:3]([F:32])=[CH:4][C:5]([CH2:6][C@H:7]2[C@H:12]([OH:13])[C@@H:11]([NH:14][CH2:15][C:16]3[CH:21]=[CH:20][CH:19]=[C:18]([C:22]([CH3:25])([CH3:24])[CH3:23])[CH:17]=3)[CH2:10][S:9](=[O:27])(=[O:26])[CH2:8]2)=[CH:28][C:29]=1[CH2:30][CH3:31]. The catalyst class is: 50. (7) Reactant: [OH:1][CH2:2][C:3]1[S:36][C:6]2[N:7]([CH2:21][C:22]3[CH:27]=[CH:26][C:25]([C:28]4[C:29]([C:34]#[N:35])=[CH:30][CH:31]=[CH:32][CH:33]=4)=[CH:24][CH:23]=3)[C:8](=[O:20])[N:9]([CH2:12][CH2:13][C:14]3[CH:19]=[CH:18][CH:17]=[CH:16][CH:15]=3)[C:10](=[O:11])[C:5]=2[CH:4]=1.CI.[CH3:39]N(C)C=O.[H-].[Na+]. Product: [CH3:39][O:1][CH2:2][C:3]1[S:36][C:6]2[N:7]([CH2:21][C:22]3[CH:23]=[CH:24][C:25]([C:28]4[C:29]([C:34]#[N:35])=[CH:30][CH:31]=[CH:32][CH:33]=4)=[CH:26][CH:27]=3)[C:8](=[O:20])[N:9]([CH2:12][CH2:13][C:14]3[CH:15]=[CH:16][CH:17]=[CH:18][CH:19]=3)[C:10](=[O:11])[C:5]=2[CH:4]=1. The catalyst class is: 13.